Dataset: Forward reaction prediction with 1.9M reactions from USPTO patents (1976-2016). Task: Predict the product of the given reaction. (1) Given the reactants I[C:2]1[C:6]2=[N:7][CH:8]=[C:9]([C:11]3[C:12]([CH3:17])=[N:13][O:14][C:15]=3[CH3:16])[CH:10]=[C:5]2[N:4]([C@H:18]([C:20]2[CH:25]=[CH:24][CH:23]=[CH:22][N:21]=2)[CH3:19])[CH:3]=1.CC1(C)C(C)(C)OB([C:34]2[CH:43]=[CH:42][C:37]([C:38]([O:40][CH3:41])=[O:39])=[CH:36][CH:35]=2)O1.C(=O)([O-])[O-].[K+].[K+].O, predict the reaction product. The product is: [CH3:17][C:12]1[C:11]([C:9]2[CH:10]=[C:5]3[N:4]([C@H:18]([C:20]4[CH:25]=[CH:24][CH:23]=[CH:22][N:21]=4)[CH3:19])[CH:3]=[C:2]([C:34]4[CH:43]=[CH:42][C:37]([C:38]([O:40][CH3:41])=[O:39])=[CH:36][CH:35]=4)[C:6]3=[N:7][CH:8]=2)=[C:15]([CH3:16])[O:14][N:13]=1. (2) Given the reactants [Cl:1][C:2]1[CH:27]=[CH:26][C:5]([C:6]([N:8]2[CH2:12][CH2:11][CH:10]([NH:13][C:14]3[S:15][CH:16]=[C:17](/[CH:19]=[CH:20]/[C:21]([O:23]CC)=[O:22])[N:18]=3)[CH2:9]2)=[O:7])=[CH:4][CH:3]=1.[OH-].[Na+], predict the reaction product. The product is: [Cl:1][C:2]1[CH:3]=[CH:4][C:5]([C:6]([N:8]2[CH2:12][CH2:11][CH:10]([NH:13][C:14]3[S:15][CH:16]=[C:17](/[CH:19]=[CH:20]/[C:21]([OH:23])=[O:22])[N:18]=3)[CH2:9]2)=[O:7])=[CH:26][CH:27]=1. (3) Given the reactants C([O:8][C:9]1[C:22]2[S:21][C:20]3[C:15](=[CH:16][CH:17]=[CH:18][CH:19]=3)[CH2:14][C:13]=2[C:12]([NH:23]CC2C=CC(OC)=CC=2)=[CH:11][CH:10]=1)C1C=CC=CC=1.Cl.N1C=CC=CC=1, predict the reaction product. The product is: [NH2:23][C:12]1[C:13]2[CH2:14][C:15]3[C:20](=[CH:19][CH:18]=[CH:17][CH:16]=3)[S:21][C:22]=2[C:9]([OH:8])=[CH:10][CH:11]=1. (4) Given the reactants [CH3:1][O:2][C:3]1[CH:4]=[C:5]([CH:9]2[CH2:13][CH2:12][CH2:11][C:10]2=O)[CH:6]=[CH:7][CH:8]=1.[C:15]([CH:20]=P(C1C=CC=CC=1)(C1C=CC=CC=1)C1C=CC=CC=1)([O:17][CH2:18][CH3:19])=[O:16], predict the reaction product. The product is: [CH2:18]([O:17][C:15](=[O:16])[CH2:20][C:10]1[CH2:11][CH2:12][CH2:13][C:9]=1[C:5]1[CH:6]=[CH:7][CH:8]=[C:3]([O:2][CH3:1])[CH:4]=1)[CH3:19].